From a dataset of Reaction yield outcomes from USPTO patents with 853,638 reactions. Predict the reaction yield, written as a fraction of the theoretical maximum amount of product (1.0 means a 100% yield; for example, 0.34 means a 34% yield). (1) The product is [NH3:2].[CH:33]([N:5]1[CH2:6][C@@H:1]2[CH2:7][C@H:4]1[CH2:3][N:2]2[C:8]1[C:16]2[C:11](=[CH:12][CH:13]=[CH:14][CH:15]=2)[N:10]([C:17]2[CH:22]=[CH:21][N:20]=[C:19]([NH:23][C@H:24]([C:26]3[CH:31]=[CH:30][CH:29]=[CH:28][CH:27]=3)[CH3:25])[CH:18]=2)[N:9]=1)([CH3:35])[CH3:32]. The yield is 0.0500. The catalyst is C(Cl)(Cl)Cl.C(Cl)Cl. The reactants are [CH:1]12[CH2:7][CH:4]([NH:5][CH2:6]1)[CH2:3][N:2]2[C:8]1[C:16]2[C:11](=[CH:12][CH:13]=[CH:14][CH:15]=2)[N:10]([C:17]2[CH:22]=[CH:21][N:20]=[C:19]([NH:23][CH:24]([C:26]3[CH:31]=[CH:30][CH:29]=[CH:28][CH:27]=3)[CH3:25])[CH:18]=2)[N:9]=1.[CH3:32][C:33]([CH3:35])=O.C(O[BH-](OC(=O)C)OC(=O)C)(=O)C.[Na+]. (2) The product is [NH:1]1[CH:5]=[C:4]([CH2:6][C:7]([N:9]2[CH2:14][CH2:13][N:12]([CH2:32][C:33]3[CH:38]=[CH:37][CH:36]=[CH:35][CH:34]=3)[CH2:11][C@H:10]2[C:15]([NH:17][C:18]2[CH:19]=[CH:20][C:21]([O:24][C:25]3[CH:30]=[CH:29][C:28]([F:31])=[CH:27][CH:26]=3)=[CH:22][CH:23]=2)=[O:16])=[O:8])[N:3]=[CH:2]1. The yield is 0.320. The reactants are [NH:1]1[CH:5]=[C:4]([CH2:6][C:7]([N:9]2[CH2:14][CH2:13][NH:12][CH2:11][C@H:10]2[C:15]([NH:17][C:18]2[CH:23]=[CH:22][C:21]([O:24][C:25]3[CH:30]=[CH:29][C:28]([F:31])=[CH:27][CH:26]=3)=[CH:20][CH:19]=2)=[O:16])=[O:8])[N:3]=[CH:2]1.[CH:32](=O)[C:33]1[CH:38]=[CH:37][CH:36]=[CH:35][CH:34]=1.CO.C(O[BH-](OC(=O)C)OC(=O)C)(=O)C.[Na+]. The catalyst is O. (3) The reactants are C([O:8][CH2:9][CH:10]1[O:23][C:14]2=[C:15]3[C:20](=[CH:21][CH:22]=[C:13]2[O:12][CH2:11]1)[N:19]=[CH:18][CH:17]=[CH:16]3)C1C=CC=CC=1.Cl.[C:25]1(C)C=CC=CC=1. No catalyst specified. The yield is 0.619. The product is [CH3:25][C:18]1[CH:17]=[CH:16][C:15]2[C:20](=[CH:21][CH:22]=[C:13]3[O:12][CH2:11][C@H:10]([CH2:9][OH:8])[O:23][C:14]3=2)[N:19]=1. (4) The reactants are [OH:1][C@H:2]1[CH2:7][CH2:6][C@H:5]([N:8]2[C:13](=[O:14])[C:12]([CH2:15][C:16]3[CH:21]=[CH:20][C:19]([C:22]4[C:23]([C:28]#[N:29])=[CH:24][CH:25]=[CH:26][CH:27]=4)=[CH:18][CH:17]=3)=[C:11]([CH2:30][CH2:31][CH3:32])[N:10]3[N:33]=[CH:34][N:35]=[C:9]23)[CH2:4][CH2:3]1.[N+](=[C:38]([CH2:44][CH:45]=[CH2:46])[C:39]([O:41][CH2:42][CH3:43])=[O:40])=[N-]. The catalyst is C1(C)C=CC=CC=1.C([O-])(=O)C.[Rh+2].C([O-])(=O)C. The product is [C:28]([C:23]1[CH:24]=[CH:25][CH:26]=[CH:27][C:22]=1[C:19]1[CH:20]=[CH:21][C:16]([CH2:15][C:12]2[C:13](=[O:14])[N:8]([C@H:5]3[CH2:6][CH2:7][C@H:2]([O:1][CH:38]([CH2:44][CH:45]=[CH2:46])[C:39]([O:41][CH2:42][CH3:43])=[O:40])[CH2:3][CH2:4]3)[C:9]3[N:10]([N:33]=[CH:34][N:35]=3)[C:11]=2[CH2:30][CH2:31][CH3:32])=[CH:17][CH:18]=1)#[N:29]. The yield is 0.410. (5) The reactants are [Na+].[O:2]1[C:6]2[CH:7]=[CH:8][C:9]([C:11]3[C:12]([CH2:27][OH:28])=[C:13]([C:24]([O-:26])=[O:25])[CH:14]=[C:15]4[C:23]=3[C:19]3[O:20][CH2:21][O:22][C:18]=3[CH:17]=[CH:16]4)=[CH:10][C:5]=2[O:4][CH2:3]1.[CH2:29](Br)[C:30]1[CH:35]=[CH:34][CH:33]=[CH:32][CH:31]=1.[OH-].[K+]. The catalyst is O. The product is [CH2:29]([O:25][C:24]([C:13]1[CH:14]=[C:15]2[C:23](=[C:11]([C:9]3[CH:8]=[CH:7][C:6]4[O:2][CH2:3][O:4][C:5]=4[CH:10]=3)[C:12]=1[CH2:27][O:28][CH2:11][C:9]1[CH:10]=[CH:5][CH:6]=[CH:7][CH:8]=1)[C:19]1[O:20][CH2:21][O:22][C:18]=1[CH:17]=[CH:16]2)=[O:26])[C:30]1[CH:35]=[CH:34][CH:33]=[CH:32][CH:31]=1. The yield is 0.510.